Task: Predict the reactants needed to synthesize the given product.. Dataset: Full USPTO retrosynthesis dataset with 1.9M reactions from patents (1976-2016) (1) Given the product [Br:1][C:2]1[CH:3]=[CH:4][C:5]([N:16]([CH2:12][CH:13]([CH3:15])[CH3:14])[CH2:17][CH2:18][CH3:19])=[C:6]([CH:9]=1)[CH:7]=[O:8], predict the reactants needed to synthesize it. The reactants are: [Br:1][C:2]1[CH:3]=[CH:4][C:5](F)=[C:6]([CH:9]=1)[CH:7]=[O:8].Cl.[CH2:12]([NH:16][CH2:17][CH2:18][CH3:19])[CH:13]([CH3:15])[CH3:14].C(=O)([O-])[O-].[Na+].[Na+]. (2) Given the product [Cl:1][C:2]1[CH:17]=[CH:16][C:15]([C:18]([F:19])([F:21])[F:20])=[CH:14][C:3]=1[O:4][C:5]1[CH:6]=[CH:7][C:8]([NH2:11])=[N:9][CH:10]=1, predict the reactants needed to synthesize it. The reactants are: [Cl:1][C:2]1[CH:17]=[CH:16][C:15]([C:18]([F:21])([F:20])[F:19])=[CH:14][C:3]=1[O:4][C:5]1[CH:6]=[CH:7][C:8]([N+:11]([O-])=O)=[N:9][CH:10]=1. (3) The reactants are: Br[CH2:2][C:3]([NH:5][C:6]1[CH:7]=[C:8]2[C:12](=[CH:13][CH:14]=1)[C:11](=[C:15]1[C:23]3[C:18](=[CH:19][CH:20]=[C:21]([Cl:24])[CH:22]=3)[NH:17][C:16]1=[O:25])[O:10][CH2:9]2)=[O:4].[OH2:26]. Given the product [Cl:24][C:21]1[CH:22]=[C:23]2[C:18](=[CH:19][CH:20]=1)[NH:17][C:16](=[O:25])[C:15]2=[C:11]1[C:12]2[C:8](=[CH:7][C:6]([NH:5][C:3](=[O:4])[CH2:2][N:5]3[CH2:6][CH2:14][O:26][CH2:2][CH2:3]3)=[CH:14][CH:13]=2)[CH2:9][O:10]1, predict the reactants needed to synthesize it. (4) The reactants are: [NH:1]1[C:9]2[C:4](=[CH:5][CH:6]=[CH:7][C:8]=2[C:10](OCC)=[O:11])[CH:3]=[N:2]1.[H-].[Al+3].[Li+].[H-].[H-].[H-].O.O.O.O.O.O.O.O.O.O.S([O-])([O-])(=O)=O.[Na+].[Na+]. Given the product [NH:1]1[C:9]2[C:4](=[CH:5][CH:6]=[CH:7][C:8]=2[CH2:10][OH:11])[CH:3]=[N:2]1, predict the reactants needed to synthesize it. (5) Given the product [NH2:13][C:12](=[N:14][OH:15])[C:9]1[CH:10]=[CH:11][C:2]([Cl:1])=[C:3]([CH:8]=1)[C:4]([O:6][CH3:7])=[O:5], predict the reactants needed to synthesize it. The reactants are: [Cl:1][C:2]1[CH:11]=[CH:10][C:9]([C:12]#[N:13])=[CH:8][C:3]=1[C:4]([O:6][CH3:7])=[O:5].[NH2:14][OH:15].